From a dataset of Full USPTO retrosynthesis dataset with 1.9M reactions from patents (1976-2016). Predict the reactants needed to synthesize the given product. (1) Given the product [CH3:17][Si:16]([C:14]#[C:15][C:2]1[CH:7]=[CH:6][CH:5]=[CH:4][C:3]=1[C:8]1([C:11]([NH2:13])=[O:12])[CH2:10][CH2:9]1)([CH3:19])[CH3:18], predict the reactants needed to synthesize it. The reactants are: I[C:2]1[CH:7]=[CH:6][CH:5]=[CH:4][C:3]=1[C:8]1([C:11]([NH2:13])=[O:12])[CH2:10][CH2:9]1.[C:14]([Si:16]([CH3:19])([CH3:18])[CH3:17])#[CH:15].F[B-](F)(F)F. (2) Given the product [Cl:1][C:2]1[CH:13]=[CH:12][C:5]2[O:6][CH:7]([C:10]([OH:16])=[O:11])[CH2:8][O:9][C:4]=2[CH:3]=1, predict the reactants needed to synthesize it. The reactants are: [Cl:1][C:2]1[CH:13]=[CH:12][C:5]2[O:6][CH:7]([CH2:10][OH:11])[CH2:8][O:9][C:4]=2[CH:3]=1.CC(C)=[O:16].OS(O)(=O)=O.O=[Cr](=O)=O. (3) Given the product [NH2:3][C:4]1[C:5]([F:15])=[C:6]([CH2:7][OH:8])[CH:11]=[C:12]([Br:14])[CH:13]=1, predict the reactants needed to synthesize it. The reactants are: [Li+].[BH4-].[NH2:3][C:4]1[C:5]([F:15])=[C:6]([CH:11]=[C:12]([Br:14])[CH:13]=1)[C:7](OC)=[O:8].CO.[NH4+].[Cl-]. (4) Given the product [CH3:1][N:2]1[C:6]([CH:18]([C:17]2[N:13]([CH3:12])[CH:14]=[N:15][CH:16]=2)[OH:19])=[CH:5][N:4]=[N:3]1, predict the reactants needed to synthesize it. The reactants are: [CH3:1][N:2]1[CH:6]=[CH:5][N:4]=[N:3]1.C([Li])CCC.[CH3:12][N:13]1[C:17]([CH:18]=[O:19])=[CH:16][N:15]=[CH:14]1.